Dataset: Forward reaction prediction with 1.9M reactions from USPTO patents (1976-2016). Task: Predict the product of the given reaction. (1) Given the reactants [CH3:1][C:2]1[CH:3]=[C:4]2[C:9](=[CH:10][CH:11]=1)[N:8]=[C:7](Cl)[N:6]=[C:5]2Cl.[NH2:14][C:15]1[CH:22]=[CH:21][C:18]([CH2:19][NH2:20])=[CH:17][CH:16]=1.[F:23][C:24]1[CH:32]=[CH:31][C:27]([C:28](Cl)=[O:29])=[CH:26][CH:25]=1.[CH3:33][NH2:34], predict the reaction product. The product is: [F:23][C:24]1[CH:32]=[CH:31][C:27]([C:28]([NH:14][C:15]2[CH:22]=[CH:21][C:18]([CH2:19][NH:20][C:5]3[C:4]4[C:9](=[CH:10][CH:11]=[C:2]([CH3:1])[CH:3]=4)[N:8]=[C:7]([NH:34][CH3:33])[N:6]=3)=[CH:17][CH:16]=2)=[O:29])=[CH:26][CH:25]=1. (2) Given the reactants [CH2:1]([O:3][C:4](=[O:24])/[CH:5]=[CH:6]/[C:7]1[CH:8]=[CH:9][CH:10]=[C:11]2[C:16]=1[N:15]([C:17]([O:19][C:20]([CH3:23])([CH3:22])[CH3:21])=[O:18])[CH2:14][CH2:13][CH2:12]2)[CH3:2].CO[CH2:27][N:28]([CH2:34][C:35]1[CH:40]=[CH:39][CH:38]=[CH:37][CH:36]=1)[CH2:29][Si](C)(C)C.FC(F)(F)C(O)=O, predict the reaction product. The product is: [CH2:34]([N:28]1[CH2:29][C@@H:5]([C:4]([O:3][CH2:1][CH3:2])=[O:24])[C@H:6]([C:7]2[CH:8]=[CH:9][CH:10]=[C:11]3[C:16]=2[N:15]([C:17]([O:19][C:20]([CH3:23])([CH3:22])[CH3:21])=[O:18])[CH2:14][CH2:13][CH2:12]3)[CH2:27]1)[C:35]1[CH:40]=[CH:39][CH:38]=[CH:37][CH:36]=1. (3) The product is: [F:15][CH:2]([F:1])[CH2:3][NH:4][C:5]1[N:13]=[CH:12][C:11]([F:14])=[CH:10][C:6]=1[C:7]([NH:17][C:18]([CH3:23])([CH2:21][CH3:22])[C:19]#[CH:20])=[O:9]. Given the reactants [F:1][CH:2]([F:15])[CH2:3][NH:4][C:5]1[N:13]=[CH:12][C:11]([F:14])=[CH:10][C:6]=1[C:7]([OH:9])=O.Cl.[NH2:17][C:18]([CH3:23])([CH2:21][CH3:22])[C:19]#[CH:20].ON1C2C=CC=CC=2N=N1.Cl.CN(C)CCCN=C=NCC.C(N(CC)C(C)C)(C)C, predict the reaction product. (4) Given the reactants [CH3:1][O:2][C:3]1[CH:8]=[CH:7][C:6](B(O)O)=[CH:5][CH:4]=1.Br[C:13]1[CH:18]=[CH:17][C:16]([C:19](=[O:26])[CH2:20][CH2:21][C:22]([O:24][CH3:25])=[O:23])=[CH:15][CH:14]=1.C(=O)([O-])[O-].[Na+].[Na+], predict the reaction product. The product is: [CH3:1][O:2][C:3]1[CH:8]=[CH:7][C:6]([C:13]2[CH:14]=[CH:15][C:16]([C:19](=[O:26])[CH2:20][CH2:21][C:22]([O:24][CH3:25])=[O:23])=[CH:17][CH:18]=2)=[CH:5][CH:4]=1. (5) Given the reactants [Cl:1][C:2]1[CH:3]=[CH:4][C:5]([C:25]#[N:26])=[C:6]([C:8]2[C:13]([O:14][CH3:15])=[CH:12][N:11]([CH:16]([CH2:20][CH:21]3[CH2:23][CH2:22]3)[C:17](O)=[O:18])[C:10](=[O:24])[CH:9]=2)[CH:7]=1.[NH2:27][C:28]1[CH:40]=[CH:39][C:31]([C:32]([O:34][C:35]([CH3:38])([CH3:37])[CH3:36])=[O:33])=[CH:30][CH:29]=1, predict the reaction product. The product is: [Cl:1][C:2]1[CH:3]=[CH:4][C:5]([C:25]#[N:26])=[C:6]([C:8]2[C:13]([O:14][CH3:15])=[CH:12][N:11]([CH:16]([CH2:20][CH:21]3[CH2:22][CH2:23]3)[C:17]([NH:27][C:28]3[CH:40]=[CH:39][C:31]([C:32]([O:34][C:35]([CH3:36])([CH3:37])[CH3:38])=[O:33])=[CH:30][CH:29]=3)=[O:18])[C:10](=[O:24])[CH:9]=2)[CH:7]=1. (6) Given the reactants [OH:1][C:2]1[CH:3]=[C:4]([CH:7]=[CH:8][C:9]=1[OH:10])[CH:5]=[O:6].[H-].[Na+].Cl[CH2:14][CH:15]1[CH2:17][O:16]1, predict the reaction product. The product is: [OH:16][CH2:17][CH:15]1[O:10][C:9]2[CH:8]=[CH:7][C:4]([CH:5]=[O:6])=[CH:3][C:2]=2[O:1][CH2:14]1. (7) Given the reactants [CH:1]1([C:4]2[C:5]([N:13]3[CH2:18][CH2:17][N:16]([C:19]([C:21]4[CH:26]=[CH:25][C:24](I)=[CH:23][C:22]=4[F:28])=[O:20])[CH2:15][CH2:14]3)=[N:6][CH:7]=[C:8]([CH:10]3[CH2:12][CH2:11]3)[CH:9]=2)[CH2:3][CH2:2]1.[CH3:29][C@@H:30]1[CH2:34][CH2:33][S:32](=[O:36])(=[O:35])[NH:31]1, predict the reaction product. The product is: [CH:1]1([C:4]2[C:5]([N:13]3[CH2:18][CH2:17][N:16]([C:19]([C:21]4[CH:26]=[CH:25][C:24]([N:31]5[C@H:30]([CH3:29])[CH2:34][CH2:33][S:32]5(=[O:36])=[O:35])=[CH:23][C:22]=4[F:28])=[O:20])[CH2:15][CH2:14]3)=[N:6][CH:7]=[C:8]([CH:10]3[CH2:12][CH2:11]3)[CH:9]=2)[CH2:3][CH2:2]1. (8) Given the reactants [CH2:1]([N:8]1[CH:13]2[CH2:14][CH2:15][CH:9]1[CH2:10][C:11]([C:17]1[CH:22]=[CH:21][CH:20]=[CH:19][CH:18]=1)(O)[CH2:12]2)[C:2]1[CH:7]=[CH:6][CH:5]=[CH:4][CH:3]=1.S(=O)(=O)(O)O.C([SiH](CC)CC)C, predict the reaction product. The product is: [CH2:1]([N:8]1[CH:13]2[CH2:14][CH2:15][CH:9]1[CH:10]=[C:11]([C:17]1[CH:22]=[CH:21][CH:20]=[CH:19][CH:18]=1)[CH2:12]2)[C:2]1[CH:3]=[CH:4][CH:5]=[CH:6][CH:7]=1. (9) Given the reactants [C:1](OCCCCCCCCCCCC)(=[O:5])[C:2]([CH3:4])=[CH2:3].[C:19](OCC(C)C)(=O)[C:20](C)=[CH2:21].[CH:29](C1CCCCNC1=O)=[CH2:30].[CH2:39]=CC1CC2OC2CC1.[CH3:48][CH2:49][C:50]([CH3:52])=[O:51], predict the reaction product. The product is: [CH3:4][C:2]([C:1]([O:51][CH:50]1[C@@:52]2([CH3:39])[C:20]([CH3:21])([CH3:19])[C@H:48]([CH2:29][CH2:30]2)[CH2:49]1)=[O:5])=[CH2:3]. (10) Given the reactants Br[C:2]1[CH:3]=[C:4]2[C:9](=[CH:10][CH:11]=1)[NH:8][C:7](=[O:12])[NH:6][C:5]2([CH2:17][NH:18][C:19](=[O:27])[C:20]1[CH:25]=[CH:24][C:23]([F:26])=[CH:22][CH:21]=1)[C:13]([F:16])([F:15])[F:14].[NH:28]1[C:32](B(O)O)=[CH:31][CH:30]=[N:29]1.O.O.O.P([O-])([O-])([O-])=O.[K+].[K+].[K+], predict the reaction product. The product is: [F:26][C:23]1[CH:24]=[CH:25][C:20]([C:19]([NH:18][CH2:17][C:5]2([C:13]([F:14])([F:15])[F:16])[C:4]3[C:9](=[CH:10][CH:11]=[C:2]([C:30]4[NH:29][N:28]=[CH:32][CH:31]=4)[CH:3]=3)[NH:8][C:7](=[O:12])[NH:6]2)=[O:27])=[CH:21][CH:22]=1.